Regression. Given two drug SMILES strings and cell line genomic features, predict the synergy score measuring deviation from expected non-interaction effect. From a dataset of NCI-60 drug combinations with 297,098 pairs across 59 cell lines. (1) Drug 1: C1=CC(=CC=C1CCCC(=O)O)N(CCCl)CCCl. Drug 2: CC1=C2C(C(=O)C3(C(CC4C(C3C(C(C2(C)C)(CC1OC(=O)C(C(C5=CC=CC=C5)NC(=O)C6=CC=CC=C6)O)O)OC(=O)C7=CC=CC=C7)(CO4)OC(=O)C)O)C)OC(=O)C. Cell line: MALME-3M. Synergy scores: CSS=28.3, Synergy_ZIP=-6.33, Synergy_Bliss=-1.08, Synergy_Loewe=-5.98, Synergy_HSA=1.54. (2) Drug 1: CNC(=O)C1=NC=CC(=C1)OC2=CC=C(C=C2)NC(=O)NC3=CC(=C(C=C3)Cl)C(F)(F)F. Drug 2: C1=NC2=C(N1)C(=S)N=CN2. Cell line: HCT116. Synergy scores: CSS=47.0, Synergy_ZIP=0.0232, Synergy_Bliss=4.34, Synergy_Loewe=-5.32, Synergy_HSA=2.36. (3) Drug 1: CC1=C2C(C(=O)C3(C(CC4C(C3C(C(C2(C)C)(CC1OC(=O)C(C(C5=CC=CC=C5)NC(=O)OC(C)(C)C)O)O)OC(=O)C6=CC=CC=C6)(CO4)OC(=O)C)OC)C)OC. Drug 2: C(CC(=O)O)C(=O)CN.Cl. Cell line: OVCAR3. Synergy scores: CSS=53.2, Synergy_ZIP=2.19, Synergy_Bliss=1.84, Synergy_Loewe=-10.7, Synergy_HSA=4.08. (4) Drug 1: C1=CC(=CC=C1CC(C(=O)O)N)N(CCCl)CCCl.Cl. Drug 2: C1CC(=O)NC(=O)C1N2C(=O)C3=CC=CC=C3C2=O. Cell line: HOP-92. Synergy scores: CSS=11.3, Synergy_ZIP=0.817, Synergy_Bliss=4.92, Synergy_Loewe=-4.41, Synergy_HSA=3.96. (5) Drug 1: CN(C)N=NC1=C(NC=N1)C(=O)N. Drug 2: C1=C(C(=O)NC(=O)N1)F. Cell line: HL-60(TB). Synergy scores: CSS=65.6, Synergy_ZIP=0.730, Synergy_Bliss=-2.79, Synergy_Loewe=-4.36, Synergy_HSA=4.38. (6) Drug 1: C1=CN(C(=O)N=C1N)C2C(C(C(O2)CO)O)O.Cl. Drug 2: C1CNP(=O)(OC1)N(CCCl)CCCl. Cell line: SF-268. Synergy scores: CSS=-1.00, Synergy_ZIP=-2.89, Synergy_Bliss=-2.20, Synergy_Loewe=-19.3, Synergy_HSA=-4.33. (7) Drug 1: CC1OCC2C(O1)C(C(C(O2)OC3C4COC(=O)C4C(C5=CC6=C(C=C35)OCO6)C7=CC(=C(C(=C7)OC)O)OC)O)O. Drug 2: CC1C(C(CC(O1)OC2CC(CC3=C2C(=C4C(=C3O)C(=O)C5=C(C4=O)C(=CC=C5)OC)O)(C(=O)CO)O)N)O.Cl. Cell line: RXF 393. Synergy scores: CSS=58.3, Synergy_ZIP=-2.66, Synergy_Bliss=1.53, Synergy_Loewe=-10.0, Synergy_HSA=3.87. (8) Drug 1: C1=CC(=CC=C1CCC2=CNC3=C2C(=O)NC(=N3)N)C(=O)NC(CCC(=O)O)C(=O)O. Drug 2: CC(C1=C(C=CC(=C1Cl)F)Cl)OC2=C(N=CC(=C2)C3=CN(N=C3)C4CCNCC4)N. Cell line: MALME-3M. Synergy scores: CSS=11.5, Synergy_ZIP=-3.88, Synergy_Bliss=2.03, Synergy_Loewe=1.77, Synergy_HSA=2.81. (9) Drug 1: CNC(=O)C1=CC=CC=C1SC2=CC3=C(C=C2)C(=NN3)C=CC4=CC=CC=N4. Drug 2: CCCCC(=O)OCC(=O)C1(CC(C2=C(C1)C(=C3C(=C2O)C(=O)C4=C(C3=O)C=CC=C4OC)O)OC5CC(C(C(O5)C)O)NC(=O)C(F)(F)F)O. Cell line: A549. Synergy scores: CSS=9.14, Synergy_ZIP=-3.37, Synergy_Bliss=0.108, Synergy_Loewe=0.500, Synergy_HSA=0.312.